This data is from Forward reaction prediction with 1.9M reactions from USPTO patents (1976-2016). The task is: Predict the product of the given reaction. (1) Given the reactants [OH:1][C@H:2]([C:25]1[C:26]([CH3:35])=[C:27]2[C:31](=[CH:32][CH:33]=1)[C:30](=[O:34])[O:29][CH2:28]2)[CH2:3][N:4]1[CH2:24][CH2:23][C:7]2([O:11][C:10](=[O:12])[N:9]([C:13]3[CH:18]=[CH:17][C:16](S(C)(=O)=O)=[CH:15][N:14]=3)[CH2:8]2)[CH2:6][CH2:5]1.CS(C1C=C[C:43]([N:46]2CC3(CCNCC3)OC2=O)=CC=1)(=O)=O.CC1C([C@@H]2CO2)=CC=C2C=1[CH2:60][O:61]C2=O, predict the reaction product. The product is: [OH:1][C@H:2]([C:25]1[C:26]([CH3:35])=[C:27]2[C:31](=[CH:32][CH:33]=1)[C:30](=[O:34])[O:29][CH2:28]2)[CH2:3][N:4]1[CH2:24][CH2:23][C:7]2([O:11][C:10](=[O:12])[N:9]([C:13]3[CH:18]=[C:17]([O:61][CH3:60])[C:16]([C:43]#[N:46])=[CH:15][N:14]=3)[CH2:8]2)[CH2:6][CH2:5]1. (2) Given the reactants C([O:4][C@@H:5]1[CH:13]([C@@:14]2([CH3:32])[CH2:19][CH2:18][C@H:17]([O:20][Si:21]([C:24]([CH3:27])([CH3:26])[CH3:25])([CH3:23])[CH3:22])[CH2:16][C@@H:15]2[CH2:28][N:29]=[N+]=[N-])[CH2:12][CH2:11][C@@:10]2([CH3:33])[CH:6]1[CH2:7][CH2:8][C:9]12[O:37][CH2:36][CH2:35][O:34]1)(=O)C.[H-].[H-].[H-].[H-].[Li+].[Al+3], predict the reaction product. The product is: [NH2:29][CH2:28][C@H:15]1[CH2:16][C@@H:17]([O:20][Si:21]([C:24]([CH3:27])([CH3:26])[CH3:25])([CH3:23])[CH3:22])[CH2:18][CH2:19][C@@:14]1([CH:13]1[CH2:12][CH2:11][C@@:10]2([CH3:33])[CH:6]([CH2:7][CH2:8][C:9]32[O:37][CH2:36][CH2:35][O:34]3)[C@@H:5]1[OH:4])[CH3:32].